From a dataset of Reaction yield outcomes from USPTO patents with 853,638 reactions. Predict the reaction yield, written as a fraction of the theoretical maximum amount of product (1.0 means a 100% yield; for example, 0.34 means a 34% yield). (1) The reactants are [NH2:1][CH2:2][C@@H:3]1[O:7][C:6](=[O:8])[N:5]([C:9]2[CH:14]=[CH:13][C:12]([I:15])=[C:11]([F:16])[CH:10]=2)[CH2:4]1.[CH3:17][C:18](=O)[O:19]CC.C(OC(=O)C)(=O)C. The catalyst is C(Cl)Cl. The product is [F:16][C:11]1[CH:10]=[C:9]([N:5]2[CH2:4][C@H:3]([CH2:2][NH:1][C:18](=[O:19])[CH3:17])[O:7][C:6]2=[O:8])[CH:14]=[CH:13][C:12]=1[I:15]. The yield is 0.965. (2) The product is [CH2:13]([N:20]1[C:25](=[O:26])[C:24]([CH2:27][C:28]2[CH:33]=[CH:32][C:31]([C:34]3[CH:39]=[CH:38][CH:37]=[CH:36][C:35]=3[C:40]3[NH:3][C:4](=[O:7])[O:5][N:41]=3)=[CH:30][CH:29]=2)=[C:23]([CH2:42][CH2:43][CH2:44][CH3:45])[N:22]=[C:21]1[O:46][CH3:47])[C:14]1[CH:15]=[CH:16][CH:17]=[CH:18][CH:19]=1. The yield is 0.170. The catalyst is C(OCC)(=O)C. The reactants are [Cl-].O[NH3+:3].[C:4](=[O:7])([O-])[OH:5].[Na+].CS(C)=O.[CH2:13]([N:20]1[C:25](=[O:26])[C:24]([CH2:27][C:28]2[CH:33]=[CH:32][C:31]([C:34]3[C:35]([C:40]#[N:41])=[CH:36][CH:37]=[CH:38][CH:39]=3)=[CH:30][CH:29]=2)=[C:23]([CH2:42][CH2:43][CH2:44][CH3:45])[N:22]=[C:21]1[O:46][CH3:47])[C:14]1[CH:19]=[CH:18][CH:17]=[CH:16][CH:15]=1.